Dataset: Peptide-MHC class II binding affinity with 134,281 pairs from IEDB. Task: Regression. Given a peptide amino acid sequence and an MHC pseudo amino acid sequence, predict their binding affinity value. This is MHC class II binding data. The peptide sequence is RCALHWFPGSHLLAC. The MHC is DRB5_0101 with pseudo-sequence DRB5_0101. The binding affinity (normalized) is 0.822.